Dataset: Choline transporter screen with 302,306 compounds. Task: Binary Classification. Given a drug SMILES string, predict its activity (active/inactive) in a high-throughput screening assay against a specified biological target. (1) The compound is S=C(Nc1c(cc(cc1)C)C)c1ccncc1. The result is 0 (inactive). (2) The compound is O=C1N(CCn2nc(cc12)C(OC)=O)Cc1cc(OC)ccc1. The result is 0 (inactive). (3) The compound is O=C(Nc1[nH]c2c(n1)cccc2)C1CCCC1. The result is 0 (inactive).